This data is from Peptide-MHC class I binding affinity with 185,985 pairs from IEDB/IMGT. The task is: Regression. Given a peptide amino acid sequence and an MHC pseudo amino acid sequence, predict their binding affinity value. This is MHC class I binding data. (1) The peptide sequence is MPVTAASAAQ. The MHC is HLA-B07:02 with pseudo-sequence HLA-B07:02. The binding affinity (normalized) is 0.248. (2) The MHC is H-2-Kd with pseudo-sequence H-2-Kd. The binding affinity (normalized) is 0.292. The peptide sequence is RYVLQLVGI.